Dataset: Forward reaction prediction with 1.9M reactions from USPTO patents (1976-2016). Task: Predict the product of the given reaction. (1) Given the reactants [OH-].[Na+].[CH2:3]([O:5][C:6]([C:8]1[S:12][CH:11]=[N:10][C:9]=1[S:13]CCC(OC)=O)=[O:7])[CH3:4], predict the reaction product. The product is: [CH2:3]([O:5][C:6]([C:8]1[S:12][CH:11]=[N:10][C:9]=1[SH:13])=[O:7])[CH3:4]. (2) Given the reactants [NH2:1][C:2]1[N:7]=[CH:6][N:5]=[C:4]([CH2:8]O)[CH:3]=1.[CH3:10][N:11]([CH:13]=O)[CH3:12].CCN(CC)CC.C(Cl)[Cl:23], predict the reaction product. The product is: [Cl:23][CH2:8][C:4]1[N:5]=[CH:6][N:7]=[C:2]([N:1]=[CH:10][N:11]([CH3:13])[CH3:12])[CH:3]=1. (3) The product is: [CH2:17]([O:16][C:14]([C:13]1[N:1]=[C:2]2[CH:7]=[CH:6][C:5]([CH:8]([CH3:10])[CH3:9])=[CH:4][N:3]2[CH:12]=1)=[O:15])[CH3:18].[CH:8]([C:5]1[CH:6]=[CH:7][C:2]2[N:3]([CH:12]=[C:13]([C:14]([O:16][CH2:17][CH3:18])=[O:15])[N:1]=2)[CH:4]=1)([CH3:10])[CH3:9]. Given the reactants [NH2:1][C:2]1[CH:7]=[CH:6][C:5]([CH:8]([CH3:10])[CH3:9])=[CH:4][N:3]=1.Br[CH2:12][C:13](=O)[C:14]([O:16][CH2:17][CH3:18])=[O:15], predict the reaction product. (4) The product is: [CH2:30]([O:29][C:25](=[O:28])[CH2:26][CH2:27][C:12]([C:11]1[CH:14]=[C:15]([I:21])[C:16]([O:17][CH2:18][CH2:19][CH3:20])=[C:9]([O:8][CH2:1][C:2]2[CH:3]=[CH:4][CH:5]=[CH:6][CH:7]=2)[CH:10]=1)=[O:13])[CH3:31]. Given the reactants [CH2:1]([O:8][C:9]1[CH:10]=[C:11]([CH:14]=[C:15]([I:21])[C:16]=1[O:17][CH2:18][CH2:19][CH3:20])[CH:12]=[O:13])[C:2]1[CH:7]=[CH:6][CH:5]=[CH:4][CH:3]=1.[C-]#N.[Na+].[C:25]([O:29][CH2:30][CH3:31])(=[O:28])[CH:26]=[CH2:27].[Na+].[Cl-], predict the reaction product.